From a dataset of Reaction yield outcomes from USPTO patents with 853,638 reactions. Predict the reaction yield, written as a fraction of the theoretical maximum amount of product (1.0 means a 100% yield; for example, 0.34 means a 34% yield). (1) The reactants are [Cl:1][C:2]1[CH:3]=[C:4]([C:9]2[NH:13][N:12]=[C:11]([NH2:14])[CH:10]=2)[CH:5]=[CH:6][C:7]=1[Cl:8].[F:15][C:16]([F:26])([F:25])[C:17](=[O:24])[CH2:18][C:19](OCC)=[O:20]. No catalyst specified. The product is [Cl:1][C:2]1[CH:3]=[C:4]([C:9]2[CH:10]=[C:11]([NH:14][C:19](=[O:20])[CH2:18][C:17](=[O:24])[C:16]([F:26])([F:25])[F:15])[NH:12][N:13]=2)[CH:5]=[CH:6][C:7]=1[Cl:8]. The yield is 0.170. (2) The reactants are [NH:1]1[CH:5]=[C:4]([C:6]([O:8][CH2:9][CH3:10])=[O:7])[CH:3]=[N:2]1.C([O-])([O-])=O.[K+].[K+].[CH:17]1[CH:22]=[CH:21][C:20]([CH2:23]Br)=[CH:19][CH:18]=1. The catalyst is CC#N. The product is [CH2:23]([N:1]1[CH:5]=[C:4]([C:6]([O:8][CH2:9][CH3:10])=[O:7])[CH:3]=[N:2]1)[C:20]1[CH:21]=[CH:22][CH:17]=[CH:18][CH:19]=1. The yield is 0.912. (3) The reactants are [OH:1][C:2]1[CH:3]=[C:4]([C:8]2[N:16]=[C:15]3[C:11]([NH:12][C:13](=[O:24])[N:14]3[CH2:17][CH:18]3[CH2:23][CH2:22][O:21][CH2:20][CH2:19]3)=[C:10]([C:25]([O:27]C)=O)[N:9]=2)[CH:5]=[CH:6][CH:7]=1.[Si](OC1C=C(C2N=C3C(NC(=O)N3CC3CCOCC3)=C(C(OC)=O)[N:54]=2)C=CC=1)(C(C)(C)C)(C1C=CC=CC=1)C1C=CC=CC=1. The catalyst is [F-].C([N+](CCCC)(CCCC)CCCC)CCC. The product is [OH:1][C:2]1[CH:3]=[C:4]([C:8]2[N:16]=[C:15]3[C:11]([NH:12][C:13](=[O:24])[N:14]3[CH2:17][CH:18]3[CH2:23][CH2:22][O:21][CH2:20][CH2:19]3)=[C:10]([C:25]([NH2:54])=[O:27])[N:9]=2)[CH:5]=[CH:6][CH:7]=1. The yield is 0.580. (4) The reactants are [Cl:1][C:2]1[CH:3]=[C:4]2[C:8](=[C:9]([N+:11]([O-])=O)[CH:10]=1)[NH:7][C:6]([C:14]1[CH:19]=[CH:18][CH:17]=[CH:16][CH:15]=1)=[CH:5]2.CC1C=C2[C:27](=C([N+]([O-])=O)C=1)[NH:26][C:25]([C:33]1[CH:38]=[CH:37][CH:36]=CC=1)=C2. No catalyst specified. The product is [Cl:1][C:2]1[CH:3]=[C:4]2[C:8](=[C:9]([NH:11][CH:38]3[CH2:33][CH2:25][N:26]([CH3:27])[CH2:36][CH2:37]3)[CH:10]=1)[NH:7][C:6]([C:14]1[CH:19]=[CH:18][CH:17]=[CH:16][CH:15]=1)=[CH:5]2. The yield is 0.690. (5) The reactants are Cl.[Br:2][C:3]1[C:7]2=[N:8][CH:9]=[C:10]([C:12]([OH:14])=O)[CH:11]=[C:6]2[NH:5][CH:4]=1.Cl.[C:16]([N:20]1[CH:33]=[C:32]2[C:22]([C:23](=[O:34])[CH2:24][C:25]3([CH2:31]2)[CH2:30][CH2:29][NH:28][CH2:27][CH2:26]3)=[N:21]1)([CH3:19])([CH3:18])[CH3:17].C(N(CC)CC)C.ON1C2C=CC=CC=2N=N1.Cl.CN(C)CCCN=C=NCC. The catalyst is ClCCl.C(OCC)(=O)C.CN(C)C=O. The product is [Br:2][C:3]1[C:7]2=[N:8][CH:9]=[C:10]([C:12]([N:28]3[CH2:27][CH2:26][C:25]4([CH2:24][C:23](=[O:34])[C:22]5[C:32](=[CH:33][N:20]([C:16]([CH3:19])([CH3:18])[CH3:17])[N:21]=5)[CH2:31]4)[CH2:30][CH2:29]3)=[O:14])[CH:11]=[C:6]2[NH:5][CH:4]=1. The yield is 0.710. (6) The reactants are P(Cl)(Cl)(Cl)=O.[Cl:6][C:7]1[N:12]=[C:11]([N:13]([CH:15]2[CH2:18][CH2:17][CH2:16]2)[CH3:14])[CH:10]=[N:9][CH:8]=1.O.CN([CH:23]=[O:24])C. The yield is 0.660. The product is [Cl:6][C:7]1[C:8]([CH:23]=[O:24])=[N:9][CH:10]=[C:11]([N:13]([CH:15]2[CH2:16][CH2:17][CH2:18]2)[CH3:14])[N:12]=1. No catalyst specified. (7) The reactants are [F:1][C:2]1[C:7]2[S:8][CH2:9][CH:10]([NH:11][C:12]([NH:14][CH2:15][CH2:16][OH:17])=[S:13])[C:6]=2[CH:5]=[CH:4][CH:3]=1.N1C=CC=CC=1.[C:24](Cl)(=[O:26])[CH3:25]. The catalyst is CN(C1C=CN=CC=1)C.C1COCC1.C(OCC)(=O)C. The product is [F:1][C:2]1[C:7]2[S:8][CH2:9][CH:10]([NH:11][C:12](=[S:13])[NH:14][CH2:15][CH2:16][O:17][C:24](=[O:26])[CH3:25])[C:6]=2[CH:5]=[CH:4][CH:3]=1. The yield is 0.540. (8) The reactants are [NH:1]1[CH2:7][C:5](=[O:6])[NH:4][C:2]1=[O:3].[H-].[Na+].Br[CH2:11][CH2:12][CH2:13][CH2:14][Cl:15].Cl. The catalyst is CN(C)C=O. The product is [Cl:15][CH2:14][CH2:13][CH2:12][CH2:11][N:4]1[C:5](=[O:6])[CH2:7][NH:1][C:2]1=[O:3]. The yield is 0.950. (9) The reactants are [Cl:1][C:2]1[CH:3]=[C:4]([NH:10][C:11](=[O:17])[O:12][C:13]([CH3:16])([CH3:15])[CH3:14])[CH:5]=[C:6]([Cl:9])[C:7]=1[OH:8].CC1C=CC=C(C)N=1.[F:26][C:27]([F:40])([F:39])[S:28](O[S:28]([C:27]([F:40])([F:39])[F:26])(=[O:30])=[O:29])(=[O:30])=[O:29]. The catalyst is ClCCl. The product is [F:26][C:27]([F:40])([F:39])[S:28]([O:8][C:7]1[C:2]([Cl:1])=[CH:3][C:4]([NH:10][C:11]([O:12][C:13]([CH3:14])([CH3:16])[CH3:15])=[O:17])=[CH:5][C:6]=1[Cl:9])(=[O:30])=[O:29]. The yield is 0.840.